From a dataset of NCI-60 drug combinations with 297,098 pairs across 59 cell lines. Regression. Given two drug SMILES strings and cell line genomic features, predict the synergy score measuring deviation from expected non-interaction effect. Drug 1: CC1C(C(CC(O1)OC2CC(CC3=C2C(=C4C(=C3O)C(=O)C5=C(C4=O)C(=CC=C5)OC)O)(C(=O)C)O)N)O.Cl. Drug 2: C(CN)CNCCSP(=O)(O)O. Cell line: MDA-MB-231. Synergy scores: CSS=16.6, Synergy_ZIP=1.77, Synergy_Bliss=4.81, Synergy_Loewe=-93.8, Synergy_HSA=-1.79.